This data is from Catalyst prediction with 721,799 reactions and 888 catalyst types from USPTO. The task is: Predict which catalyst facilitates the given reaction. (1) Reactant: F[C:2]1[CH:7]=[CH:6][C:5]([N:8]([CH3:18])[S:9]([C:12]2[CH:17]=[CH:16][CH:15]=[CH:14][CH:13]=2)(=[O:11])=[O:10])=[CH:4][C:3]=1[N+:19]([O-:21])=[O:20].[NH2:22][CH2:23][C:24]1[CH:29]=[CH:28][N:27]=[CH:26][CH:25]=1. Product: [CH3:18][N:8]([C:5]1[CH:6]=[CH:7][C:2]([NH:22][CH2:23][C:24]2[CH:29]=[CH:28][N:27]=[CH:26][CH:25]=2)=[C:3]([N+:19]([O-:21])=[O:20])[CH:4]=1)[S:9]([C:12]1[CH:17]=[CH:16][CH:15]=[CH:14][CH:13]=1)(=[O:11])=[O:10]. The catalyst class is: 23. (2) Reactant: [CH2:1]([O:8][CH2:9][C@@H:10]1[O:18][CH2:17][C@:13]2([C:19]3[CH:24]=[C:23]([Br:25])[CH:22]=[CH:21][C:20]=3[F:26])[NH:14][O:15][CH2:16][C@@H:12]2[CH2:11]1)[C:2]1[CH:7]=[CH:6][CH:5]=[CH:4][CH:3]=1. Product: [NH2:14][C@@:13]1([C:19]2[CH:24]=[C:23]([Br:25])[CH:22]=[CH:21][C:20]=2[F:26])[CH2:17][O:18][C@@H:10]([CH2:9][O:8][CH2:1][C:2]2[CH:3]=[CH:4][CH:5]=[CH:6][CH:7]=2)[CH2:11][C@H:12]1[CH2:16][OH:15]. The catalyst class is: 183. (3) Reactant: C(OP(C#N)(=O)OCC)C.C(N(CC)CC)C.[CH2:18]([S:20]([C:23]1[CH:24]=[CH:25][C:26]([O:50][CH3:51])=[C:27]([NH:29][C:30]2[O:31][C:32]([C:35]3[CH:36]=[C:37]([C:41]4[CH:46]=[CH:45][C:44]([C:47](O)=[O:48])=[CH:43][CH:42]=4)[CH:38]=[CH:39][CH:40]=3)=[CH:33][N:34]=2)[CH:28]=1)(=[O:22])=[O:21])[CH3:19].[CH2:52]1[N:57]([CH2:58][CH2:59][NH2:60])[CH2:56][CH2:55][O:54][CH2:53]1. Product: [CH2:18]([S:20]([C:23]1[CH:24]=[CH:25][C:26]([O:50][CH3:51])=[C:27]([NH:29][C:30]2[O:31][C:32]([C:35]3[CH:36]=[C:37]([C:41]4[CH:42]=[CH:43][C:44]([C:47]([NH:60][CH2:59][CH2:58][N:57]5[CH2:52][CH2:53][O:54][CH2:55][CH2:56]5)=[O:48])=[CH:45][CH:46]=4)[CH:38]=[CH:39][CH:40]=3)=[CH:33][N:34]=2)[CH:28]=1)(=[O:22])=[O:21])[CH3:19]. The catalyst class is: 3. (4) The catalyst class is: 193. Product: [Cl:31][C:25]1[CH:26]=[C:27]2[C:22](=[CH:23][CH:24]=1)[O:21][C:18]1([CH2:19][CH2:20][N:15]([C:13]3[CH:12]=[CH:11][N:10]=[C:9]([C@H:7]([OH:6])[CH3:8])[N:14]=3)[CH2:16][CH2:17]1)[CH2:29][C:28]2=[O:30]. Reactant: C([O:6][C@@H:7]([C:9]1[N:14]=[C:13]([N:15]2[CH2:20][CH2:19][C:18]3([CH2:29][C:28](=[O:30])[C:27]4[C:22](=[CH:23][CH:24]=[C:25]([Cl:31])[CH:26]=4)[O:21]3)[CH2:17][CH2:16]2)[CH:12]=[CH:11][N:10]=1)[CH3:8])(=O)CCC.O.[OH-].[Li+].